From a dataset of Forward reaction prediction with 1.9M reactions from USPTO patents (1976-2016). Predict the product of the given reaction. (1) Given the reactants Br[C:2]1[S:3][C:4]([NH:32]C(=O)OC(C)(C)C)=[C:5]([C:7](=[O:31])[NH:8][C:9]2[CH:10]=[N:11][N:12]([CH3:30])[C:13]=2[C@@H:14]2[CH2:20][CH2:19][C@@H:18]([NH:21]C(OC(C)(C)C)=O)[C@@H:17]([F:29])[CH2:16][O:15]2)[N:6]=1.[CH3:40][N:41]1[CH:45]=[C:44](B(O)O)[C:43]([CH3:49])=[N:42]1, predict the reaction product. The product is: [NH2:32][C:4]1[S:3][C:2]([C:44]2[C:43]([CH3:49])=[N:42][N:41]([CH3:40])[CH:45]=2)=[N:6][C:5]=1[C:7]([NH:8][C:9]1[CH:10]=[N:11][N:12]([CH3:30])[C:13]=1[C@@H:14]1[CH2:20][CH2:19][C@@H:18]([NH2:21])[C@@H:17]([F:29])[CH2:16][O:15]1)=[O:31]. (2) Given the reactants C([SiH](CC)CC)C.FC(F)(F)C(O)=O.ClC(Cl)C.[CH3:19][O:20][C:21](=[O:34])[CH2:22][N:23]1[C:31]2[C:26](=[CH:27][C:28]([Cl:32])=[CH:29][CH:30]=2)[CH:25]=[C:24]1[CH3:33].[C:35]1([S:41]([C:44]2[CH:48]=[CH:47][S:46][C:45]=2[CH:49]=O)(=[O:43])=[O:42])[CH:40]=[CH:39][CH:38]=[CH:37][CH:36]=1, predict the reaction product. The product is: [CH3:19][O:20][C:21](=[O:34])[CH2:22][N:23]1[C:31]2[C:26](=[CH:27][C:28]([Cl:32])=[CH:29][CH:30]=2)[C:25]([CH2:49][C:45]2[S:46][CH:47]=[CH:48][C:44]=2[S:41]([C:35]2[CH:36]=[CH:37][CH:38]=[CH:39][CH:40]=2)(=[O:43])=[O:42])=[C:24]1[CH3:33]. (3) Given the reactants [NH2:1][C:2]1[CH:7]=[CH:6][C:5](Br)=[C:4]([CH2:9][CH3:10])[N:3]=1.[N:11]1([S:17]([C:20]2[CH:25]=[CH:24][C:23]([SH:26])=[CH:22][CH:21]=2)(=[O:19])=[O:18])[CH2:16][CH2:15][O:14][CH2:13][CH2:12]1.[Cl:27][C:28]1[CH:33]=[C:32]([C:34]([F:37])([F:36])[F:35])[CH:31]=[CH:30][C:29]=1[S:38](Cl)(=[O:40])=[O:39], predict the reaction product. The product is: [Cl:27][C:28]1[CH:33]=[C:32]([C:34]([F:36])([F:35])[F:37])[CH:31]=[CH:30][C:29]=1[S:38]([NH:1][C:2]1[CH:7]=[CH:6][C:5]([S:26][C:23]2[CH:22]=[CH:21][C:20]([S:17]([N:11]3[CH2:12][CH2:13][O:14][CH2:15][CH2:16]3)(=[O:19])=[O:18])=[CH:25][CH:24]=2)=[C:4]([CH2:9][CH3:10])[N:3]=1)(=[O:40])=[O:39]. (4) Given the reactants N1C=CC=CC=1.[CH:7]([NH:10][S:11]([C:14]1[CH:15]=[C:16]2[C:20](=[CH:21][CH:22]=1)[NH:19][C:18](=[O:23])[C:17]2=[N:24][NH:25][C:26]1[CH:34]=[CH:33][CH:32]=[CH:31][C:27]=1C(O)=O)(=[O:13])=[O:12])([CH3:9])[CH3:8].O.[C:36]([O:39]CC)(=[O:38])C.CCCCCC, predict the reaction product. The product is: [CH:7]([NH:10][S:11]([C:14]1[CH:15]=[C:16]2[C:20](=[CH:21][CH:22]=1)[NH:19][C:18](=[O:23])[C:17]2=[N:24][NH:25][C:26]1[CH:27]=[C:31]([CH:32]=[CH:33][CH:34]=1)[C:36]([OH:39])=[O:38])(=[O:12])=[O:13])([CH3:9])[CH3:8]. (5) Given the reactants [C:1](=O)([O-])[O-:2].[Ni+2].[Ni:6](Cl)Cl.[H][H].[C]=O, predict the reaction product. The product is: [C-:1]#[O+:2].[C-:1]#[O+:2].[C-:1]#[O+:2].[C-:1]#[O+:2].[Ni:6]. (6) Given the reactants [Cl:1][CH2:2][CH2:3][CH2:4][O:5][C:6]1[CH:11]=[CH:10][C:9]([C:12]2[S:13][C:14]3[CH:19]=[CH:18][N:17]=[CH:16][C:15]=3[N:20]=2)=[CH:8][CH:7]=1.C(Cl)(=O)C.[BH4-].[Na+].C(O)C, predict the reaction product. The product is: [Cl:1][CH2:2][CH2:3][CH2:4][O:5][C:6]1[CH:11]=[CH:10][C:9]([C:12]2[S:13][C:14]3[CH2:19][CH2:18][NH:17][CH2:16][C:15]=3[N:20]=2)=[CH:8][CH:7]=1. (7) Given the reactants [Cl:1][C:2]1[C:7]([NH2:8])=[CH:6][CH:5]=[CH:4][N:3]=1.[OH-].[Na+].Cl[C:12]([O:14][CH2:15][CH3:16])=[O:13], predict the reaction product. The product is: [Cl:1][C:2]1[C:7]([NH:8][C:12](=[O:13])[O:14][CH2:15][CH3:16])=[CH:6][CH:5]=[CH:4][N:3]=1. (8) Given the reactants Br[C:2]1[CH:3]=[CH:4][C:5]([CH3:34])=[C:6]([NH:8][C:9](=[O:33])[C:10]2[CH:15]=[CH:14][C:13]([NH:16][C:17]3[N:26]=[C:25]([C:27]4[CH:32]=[CH:31][CH:30]=[CH:29][CH:28]=4)[C:24]4[C:19](=[CH:20][CH:21]=[CH:22][CH:23]=4)[N:18]=3)=[CH:12][CH:11]=2)[CH:7]=1.[N:35]1[N:36](B(O)O)[CH:37]=[CH:38][CH:39]=1.C(=O)([O-])[O-].[K+].[K+], predict the reaction product. The product is: [CH3:34][C:5]1[CH:4]=[CH:3][C:2]([C:37]2[NH:36][N:35]=[CH:39][CH:38]=2)=[CH:7][C:6]=1[NH:8][C:9](=[O:33])[C:10]1[CH:11]=[CH:12][C:13]([NH:16][C:17]2[N:26]=[C:25]([C:27]3[CH:32]=[CH:31][CH:30]=[CH:29][CH:28]=3)[C:24]3[C:19](=[CH:20][CH:21]=[CH:22][CH:23]=3)[N:18]=2)=[CH:14][CH:15]=1. (9) Given the reactants [NH2:1][C:2]1[N:3]([CH2:18][CH3:19])[C:4]2[C:9]([C:10](=[O:16])[C:11]=1[C:12]([NH:14][CH3:15])=[O:13])=[CH:8][CH:7]=[C:6](Cl)[N:5]=2.[N:20]1[CH:25]=[CH:24][N:23]=[CH:22][C:21]=1[C:26]([OH:30])([C:28]#[CH:29])[CH3:27], predict the reaction product. The product is: [NH2:1][C:2]1[N:3]([CH2:18][CH3:19])[C:4]2[C:9]([C:10](=[O:16])[C:11]=1[C:12]([NH:14][CH3:15])=[O:13])=[CH:8][CH:7]=[C:6]([C:29]#[C:28][C:26]([OH:30])([C:21]1[CH:22]=[N:23][CH:24]=[CH:25][N:20]=1)[CH3:27])[N:5]=2.